From a dataset of Forward reaction prediction with 1.9M reactions from USPTO patents (1976-2016). Predict the product of the given reaction. (1) Given the reactants [CH2:1]([O:3][C:4](=[O:29])[C@@H:5]([NH:13][C:14](=[O:28])[C:15]1[CH:20]=[CH:19][C:18]([N:21]2[CH2:26][CH2:25][C:24](=O)[CH2:23][CH2:22]2)=[CH:17][CH:16]=1)[CH2:6][CH2:7][C:8]([O:10][CH2:11][CH3:12])=[O:9])[CH3:2].[NH2:30][CH2:31][C@@H:32]([C:34]1[CH:35]=[CH:36][C:37]([OH:45])=[C:38]([NH:40][S:41]([CH3:44])(=[O:43])=[O:42])[CH:39]=1)[OH:33], predict the reaction product. The product is: [OH:33][C@H:32]([C:34]1[CH:35]=[CH:36][C:37]([OH:45])=[C:38]([NH:40][S:41]([CH3:44])(=[O:43])=[O:42])[CH:39]=1)[CH2:31][NH:30][CH:24]1[CH2:25][CH2:26][N:21]([C:18]2[CH:19]=[CH:20][C:15]([C:14]([NH:13][C@@H:5]([CH2:6][CH2:7][C:8]([O:10][CH2:11][CH3:12])=[O:9])[C:4]([O:3][CH2:1][CH3:2])=[O:29])=[O:28])=[CH:16][CH:17]=2)[CH2:22][CH2:23]1. (2) Given the reactants C([NH:4][C:5]1[S:6][C:7]([C:11]2[CH:16]=[CH:15][C:14]([S:17](Cl)(=[O:19])=[O:18])=[CH:13][CH:12]=2)=[C:8]([CH3:10])[N:9]=1)(=O)C.S([O-])([O-])=O.[Na+].[Na+].[C:27](=O)([O-])O.[Na+].BrCC(O)=O.[OH-].[Na+], predict the reaction product. The product is: [CH3:27][S:17]([C:14]1[CH:15]=[CH:16][C:11]([C:7]2[S:6][C:5]([NH2:4])=[N:9][C:8]=2[CH3:10])=[CH:12][CH:13]=1)(=[O:19])=[O:18]. (3) Given the reactants CC1C=CC(S(O[CH2:12][CH:13]2[O:18][C:17]3[CH:19]=[C:20]([O:23][S:24]([CH3:27])(=[O:26])=[O:25])[CH:21]=[CH:22][C:16]=3[O:15][CH2:14]2)(=O)=O)=CC=1.[CH2:28]([NH2:30])[CH3:29].C([O-])([O-])=O.[K+].[K+], predict the reaction product. The product is: [CH3:27][S:24]([O:23][C:20]1[CH:21]=[CH:22][C:16]2[O:15][CH2:14][CH:13]([CH2:12][NH:30][CH2:28][CH3:29])[O:18][C:17]=2[CH:19]=1)(=[O:25])=[O:26]. (4) Given the reactants [Br:1][C:2]1[CH:23]=[CH:22][C:5]([CH2:6][C:7]2[CH:8]=[N:9][C:10]3[N:11]([N:13]=[CH:14][C:15]=3[C:16]([NH:18][CH2:19][CH2:20][OH:21])=[O:17])[CH:12]=2)=[CH:4][CH:3]=1.CC([O-])(C)C.[K+].[O:30]1[CH2:32][CH:31]1[CH2:33][OH:34], predict the reaction product. The product is: [Br:1][C:2]1[CH:3]=[CH:4][C:5]([CH2:6][C:7]2[CH:8]=[N:9][C:10]3[N:11]([N:13]=[CH:14][C:15]=3[C:16]([NH:18][CH2:19][CH2:20][O:21][CH2:32][CH:31]([OH:30])[CH2:33][OH:34])=[O:17])[CH:12]=2)=[CH:22][CH:23]=1.